This data is from Reaction yield outcomes from USPTO patents with 853,638 reactions. The task is: Predict the reaction yield, written as a fraction of the theoretical maximum amount of product (1.0 means a 100% yield; for example, 0.34 means a 34% yield). (1) The reactants are [O:1]1[CH2:5][CH2:4][CH2:3][CH2:2]1.B.CC(=C(C)C)C.C=C1C[C@@H:17]2[CH2:18][N:19]([C:21]([O:23][C:24]([CH3:27])([CH3:26])[CH3:25])=[O:22])[CH2:20][C@@H:16]2C1.[OH-].[Na+].OO. The catalyst is O1CCCC1. The product is [OH:1][CH2:5][CH:4]1[CH2:16][C@@H:17]2[CH2:18][N:19]([C:21]([O:23][C:24]([CH3:27])([CH3:26])[CH3:25])=[O:22])[CH2:20][C@@H:2]2[CH2:3]1. The yield is 0.950. (2) The reactants are [CH3:1][O:2][C:3]1[CH:41]=[C:40]([O:42][CH3:43])[CH:39]=[CH:38][C:4]=1[CH2:5][NH:6][C:7]1[C:8]2[CH:15]=[CH:14][N:13]([C@H:16]3[C@@H:20]4[O:21][C:22]([CH3:25])([CH3:24])[O:23][C@@H:19]4[C@@H:18]([CH2:26][N:27]([CH:35]([CH3:37])[CH3:36])[CH2:28][CH2:29][CH2:30][CH2:31][C:32](O)=[O:33])[O:17]3)[C:9]=2[N:10]=[CH:11][N:12]=1.[C:44]([C:48]1[CH:49]=[C:50]([NH2:55])[C:51]([NH2:54])=[CH:52][CH:53]=1)([CH3:47])([CH3:46])[CH3:45].C(N(CC)C(C)C)(C)C.C1CN([P+](ON2N=NC3C=CC=CC2=3)(N2CCCC2)N2CCCC2)CC1.F[P-](F)(F)(F)(F)F. The catalyst is CN(C)C=O. The product is [NH3:6].[NH2:55][C:50]1[CH:49]=[C:48]([C:44]([CH3:47])([CH3:45])[CH3:46])[CH:53]=[CH:52][C:51]=1[NH:54][C:32](=[O:33])[CH2:31][CH2:30][CH2:29][CH2:28][N:27]([CH2:26][C@@H:18]1[C@@H:19]2[C@@H:20]([O:21][C:22]([CH3:24])([CH3:25])[O:23]2)[C@H:16]([N:13]2[C:9]3[N:10]=[CH:11][N:12]=[C:7]([NH:6][CH2:5][C:4]4[CH:38]=[CH:39][C:40]([O:42][CH3:43])=[CH:41][C:3]=4[O:2][CH3:1])[C:8]=3[CH:15]=[CH:14]2)[O:17]1)[CH:35]([CH3:36])[CH3:37]. The yield is 0.0200. (3) The reactants are CO.C([O-])([O-])=O.[K+].[K+].C(OC)(C)(C)C.C([O:18][C@H:19]([C:43]([N:45]1[CH2:49][C:48]([F:51])([F:50])[C:47]([CH3:53])([CH3:52])[C@H:46]1[C:54](=[O:58])[NH:55][CH2:56][CH3:57])=[O:44])[C@@H:20]([NH:28][C:29]([C:31]1[C:32]([CH3:42])=[C:33]([O:38]C(=O)C)[CH:34]=[C:35]([CH3:37])[CH:36]=1)=[O:30])[CH2:21][C:22]1[CH:27]=[CH:26][CH:25]=[CH:24][CH:23]=1)(=O)C. The catalyst is C(OCC)(=O)C.Cl. The product is [CH2:56]([NH:55][C:54]([C@@H:46]1[C:47]([CH3:53])([CH3:52])[C:48]([F:50])([F:51])[CH2:49][N:45]1[C:43](=[O:44])[C@@H:19]([OH:18])[C@@H:20]([NH:28][C:29](=[O:30])[C:31]1[CH:36]=[C:35]([CH3:37])[CH:34]=[C:33]([OH:38])[C:32]=1[CH3:42])[CH2:21][C:22]1[CH:27]=[CH:26][CH:25]=[CH:24][CH:23]=1)=[O:58])[CH3:57]. The yield is 0.791. (4) The reactants are [Br:1][C:2]1[O:6][C:5]([CH:7]=O)=[CH:4][CH:3]=1.[C:9]12([NH2:19])[CH2:18][CH:13]3[CH2:14][CH:15]([CH2:17][CH:11]([CH2:12]3)[CH2:10]1)[CH2:16]2. No catalyst specified. The product is [C:9]12([NH:19][CH2:7][C:5]3[O:6][C:2]([Br:1])=[CH:3][CH:4]=3)[CH2:16][CH:15]3[CH2:14][CH:13]([CH2:12][CH:11]([CH2:17]3)[CH2:10]1)[CH2:18]2. The yield is 0.700. (5) The reactants are CCN(C(C)C)C(C)C.Br[CH2:11][CH2:12][F:13].[NH2:14][CH2:15][C:16]1[CH:21]=[CH:20][CH:19]=[C:18]2[N:22]([C:37]3[C:38]4[C@H:45]([CH3:46])[CH2:44][CH2:43][C:39]=4[N:40]=[CH:41][N:42]=3)[CH2:23][C:24]3([CH2:29][CH2:28][N:27]([C:30]([O:32][C:33]([CH3:36])([CH3:35])[CH3:34])=[O:31])[CH2:26][CH2:25]3)[C:17]=12. The catalyst is CN(C=O)C. The product is [F:13][CH2:12][CH2:11][NH:14][CH2:15][C:16]1[CH:21]=[CH:20][CH:19]=[C:18]2[N:22]([C:37]3[C:38]4[C@H:45]([CH3:46])[CH2:44][CH2:43][C:39]=4[N:40]=[CH:41][N:42]=3)[CH2:23][C:24]3([CH2:29][CH2:28][N:27]([C:30]([O:32][C:33]([CH3:34])([CH3:35])[CH3:36])=[O:31])[CH2:26][CH2:25]3)[C:17]=12. The yield is 0.390. (6) The reactants are [Cl-].O[NH3+:3].[C:4](=[O:7])([O-])[OH:5].[Na+].CS(C)=O.[OH:13][CH:14]([CH3:51])[CH2:15][O:16][C@H:17]1[CH2:22][CH2:21][C@H:20]([N:23]2[C:28](=[O:29])[C:27]([CH2:30][C:31]3[CH:36]=[CH:35][C:34]([C:37]4[C:38]([C:43]#[N:44])=[CH:39][CH:40]=[CH:41][CH:42]=4)=[CH:33][CH:32]=3)=[C:26]([CH2:45][CH2:46][CH3:47])[N:25]3[N:48]=[CH:49][CH:50]=[C:24]23)[CH2:19][CH2:18]1. The catalyst is C(OCC)(=O)C. The product is [OH:13][CH:14]([CH3:51])[CH2:15][O:16][C@H:17]1[CH2:22][CH2:21][C@H:20]([N:23]2[C:28](=[O:29])[C:27]([CH2:30][C:31]3[CH:36]=[CH:35][C:34]([C:37]4[CH:42]=[CH:41][CH:40]=[CH:39][C:38]=4[C:43]4[NH:3][C:4](=[O:7])[O:5][N:44]=4)=[CH:33][CH:32]=3)=[C:26]([CH2:45][CH2:46][CH3:47])[N:25]3[N:48]=[CH:49][CH:50]=[C:24]23)[CH2:19][CH2:18]1. The yield is 0.760. (7) The reactants are FC(F)(F)C([O-])=O.[OH:8][N:9]1[C:14](=[O:15])[C:13]([C:16]([O:18]C)=[O:17])=[CH:12][C:11]([C:20]2[CH:25]=[CH:24][CH:23]=[CH:22][C:21]=2[NH3+:26])=[CH:10]1.[Cl:27][C:28]1[CH:33]=[CH:32][CH:31]=[CH:30][C:29]=1[CH2:34][N:35]=[C:36]=[O:37].[OH-].[K+]. The catalyst is N1C=CC=CC=1.Cl.O.C(#N)C. The product is [Cl:27][C:28]1[CH:33]=[CH:32][CH:31]=[CH:30][C:29]=1[CH2:34][NH:35][C:36]([NH:26][C:21]1[CH:22]=[CH:23][CH:24]=[CH:25][C:20]=1[C:11]1[CH:12]=[C:13]([C:16]([OH:18])=[O:17])[C:14](=[O:15])[N:9]([OH:8])[CH:10]=1)=[O:37]. The yield is 0.250.